From a dataset of Catalyst prediction with 721,799 reactions and 888 catalyst types from USPTO. Predict which catalyst facilitates the given reaction. (1) Reactant: C[O:2][C:3]([C@@H:5]([NH:26][C:27](=[O:33])[O:28][C:29]([CH3:32])([CH3:31])[CH3:30])[CH2:6][C@H:7]([CH2:11][C:12]1[CH:17]=[CH:16][C:15]([O:18][CH3:19])=[C:14]([O:20][CH2:21][CH2:22][CH2:23][O:24][CH3:25])[CH:13]=1)[CH:8]([CH3:10])[CH3:9])=O.[Li+].[BH4-]. Product: [CH3:25][O:24][CH2:23][CH2:22][CH2:21][O:20][C:14]1[CH:13]=[C:12]([CH:17]=[CH:16][C:15]=1[O:18][CH3:19])[CH2:11][C@H:7]([CH:8]([CH3:10])[CH3:9])[CH2:6][C@H:5]([NH:26][C:27](=[O:33])[O:28][C:29]([CH3:32])([CH3:31])[CH3:30])[CH2:3][OH:2]. The catalyst class is: 56. (2) Reactant: [F:1][C:2]1[CH:7]=[CH:6][CH:5]=[C:4]([C:8]2[CH:13]=[CH:12][C:11]([CH2:14][NH:15][C:16]([C@@H:18]3[CH2:20][C@H:19]3[CH2:21][OH:22])=[O:17])=[C:10]([F:23])[CH:9]=2)[C:3]=1[C:24]([O:26][CH3:27])=[O:25].[C:28]([C:30]1[CH:35]=[CH:34][C:33](O)=[CH:32][CH:31]=1)#[N:29].C1(P(C2C=CC=CC=2)C2C=CC=CC=2)C=CC=CC=1.CCOC(/N=N/C(OCC)=O)=O. Product: [C:28]([C:30]1[CH:35]=[CH:34][C:33]([O:22][CH2:21][C@@H:19]2[CH2:20][C@H:18]2[C:16]([NH:15][CH2:14][C:11]2[CH:12]=[CH:13][C:8]([C:4]3[C:3]([C:24]([O:26][CH3:27])=[O:25])=[C:2]([F:1])[CH:7]=[CH:6][CH:5]=3)=[CH:9][C:10]=2[F:23])=[O:17])=[CH:32][CH:31]=1)#[N:29]. The catalyst class is: 1. (3) Reactant: [C:1]([NH:10][CH2:11][CH2:12][CH2:13][CH2:14][CH2:15][CH2:16][CH2:17][CH2:18][CH2:19][C:20]([OH:22])=[O:21])(=[O:9])[C:2]1[C:3](=[CH:5][CH:6]=[CH:7][CH:8]=1)[OH:4].[OH-].[Na+:24]. Product: [CH2:3]([OH:4])[CH3:2].[C:1]([NH:10][CH2:11][CH2:12][CH2:13][CH2:14][CH2:15][CH2:16][CH2:17][CH2:18][CH2:19][C:20]([O-:22])=[O:21])(=[O:9])[C:2]1[C:3](=[CH:5][CH:6]=[CH:7][CH:8]=1)[OH:4].[Na+:24].[Na+:24].[C:1]([NH:10][CH2:11][CH2:12][CH2:13][CH2:14][CH2:15][CH2:16][CH2:17][CH2:18][CH2:19][C:20]([O-:22])=[O:21])(=[O:9])[C:2]1[C:3](=[CH:5][CH:6]=[CH:7][CH:8]=1)[OH:4]. The catalyst class is: 8. (4) Reactant: [O:1]=[C:2]1[NH:6][CH2:5][CH2:4][N:3]1[CH2:7][CH2:8][O:9][C:10]1[CH:17]=[CH:16][CH:15]=[CH:14][C:11]=1[CH:12]=O.[NH2:18][OH:19]. Product: [O:1]=[C:2]1[NH:6][CH2:5][CH2:4][N:3]1[CH2:7][CH2:8][O:9][C:10]1[CH:17]=[CH:16][CH:15]=[CH:14][C:11]=1[CH:12]=[N:18][OH:19]. The catalyst class is: 88. (5) Reactant: S([CH2:5][CH2:6][C:7]#[C:8][C:9]1[CH:14]=[CH:13][CH:12]=[CH:11][CH:10]=1)(C)(=O)=O.[CH2:15]([C:22]1([OH:28])[CH2:27][CH2:26][NH:25][CH2:24][CH2:23]1)[C:16]1[CH:21]=[CH:20][CH:19]=[CH:18][CH:17]=1.C([O-])([O-])=O.[K+].[K+]. Product: [CH2:15]([C:22]1([OH:28])[CH2:27][CH2:26][N:25]([CH2:5][CH2:6][C:7]#[C:8][C:9]2[CH:14]=[CH:13][CH:12]=[CH:11][CH:10]=2)[CH2:24][CH2:23]1)[C:16]1[CH:17]=[CH:18][CH:19]=[CH:20][CH:21]=1. The catalyst class is: 23. (6) Reactant: [NH2:1][C:2]1[CH:10]=[N:9][CH:8]=[CH:7][C:3]=1[C:4]([OH:6])=O.[NH2:11][C:12](N)=[S:13]. Product: [S:13]=[C:12]1[NH:1][C:2]2[CH:10]=[N:9][CH:8]=[CH:7][C:3]=2[C:4](=[O:6])[NH:11]1. The catalyst class is: 6. (7) Reactant: CCCC[N+](CCCC)(CCCC)CCCC.[F-].[Si]([O:26][CH:27]([N:29]1[CH:33]=[CH:32][C:31]([C:34]([N:36]2[CH2:41][CH2:40][N:39]([C:42]3[CH:43]=[C:44]([CH:48]=[CH:49][CH:50]=3)[C:45]([NH2:47])=[O:46])[CH2:38][CH2:37]2)=[O:35])=[C:30]1[C:51]1[CH:56]=[CH:55][CH:54]=[CH:53][CH:52]=1)[CH3:28])(C(C)(C)C)(C)C.C(OCC)(=O)C. Product: [OH:26][CH:27]([N:29]1[CH:33]=[CH:32][C:31]([C:34]([N:36]2[CH2:37][CH2:38][N:39]([C:42]3[CH:43]=[C:44]([CH:48]=[CH:49][CH:50]=3)[C:45]([NH2:47])=[O:46])[CH2:40][CH2:41]2)=[O:35])=[C:30]1[C:51]1[CH:52]=[CH:53][CH:54]=[CH:55][CH:56]=1)[CH3:28]. The catalyst class is: 7. (8) Reactant: C(OC([N:8]1[CH2:12][CH2:11][CH2:10][C@H:9]1[C:13]1[NH:14][C:15]([C:18]2[CH:23]=[CH:22][C:21]([C:24]3[CH:47]=[CH:46][C:27]4[C:28]([NH:31][C:32]([C@@H:34]5[CH2:38][CH2:37][CH2:36][N:35]5C(OC(C)(C)C)=O)=[O:33])=[N:29][O:30][C:26]=4[CH:25]=3)=[CH:20][CH:19]=2)=[CH:16][N:17]=1)=O)(C)(C)C.[C:48]([OH:54])([C:50]([F:53])([F:52])[F:51])=[O:49]. Product: [F:51][C:50]([F:53])([F:52])[C:48]([OH:54])=[O:49].[NH:8]1[CH2:12][CH2:11][CH2:10][C@H:9]1[C:13]1[NH:14][C:15]([C:18]2[CH:19]=[CH:20][C:21]([C:24]3[CH:47]=[CH:46][C:27]4[C:28]([NH:31][C:32]([C@@H:34]5[CH2:38][CH2:37][CH2:36][NH:35]5)=[O:33])=[N:29][O:30][C:26]=4[CH:25]=3)=[CH:22][CH:23]=2)=[CH:16][N:17]=1. The catalyst class is: 2.